Task: Predict the reaction yield, written as a fraction of the theoretical maximum amount of product (1.0 means a 100% yield; for example, 0.34 means a 34% yield).. Dataset: Reaction yield outcomes from USPTO patents with 853,638 reactions (1) The reactants are [OH:1][C:2]1[CH:7]=[CH:6][C:5]([NH:8][C:9]([C:11]2([C:14]([NH:16][C:17]3[CH:22]=[CH:21][C:20]([F:23])=[CH:19][CH:18]=3)=[O:15])[CH2:13][CH2:12]2)=[O:10])=[CH:4][CH:3]=1.[CH3:24][O:25][C:26]1[CH:27]=[C:28]2[C:33](=[CH:34][C:35]=1[O:36][CH3:37])[N:32]=[CH:31][CH:30]=[C:29]2OS(C(F)(F)F)(=O)=O. The catalyst is N1C(C)=CC=CC=1C. The product is [CH3:24][O:25][C:26]1[CH:27]=[C:28]2[C:33](=[CH:34][C:35]=1[O:36][CH3:37])[N:32]=[CH:31][CH:30]=[C:29]2[O:1][C:2]1[CH:7]=[CH:6][C:5]([NH:8][C:9]([C:11]2([C:14]([NH:16][C:17]3[CH:18]=[CH:19][C:20]([F:23])=[CH:21][CH:22]=3)=[O:15])[CH2:13][CH2:12]2)=[O:10])=[CH:4][CH:3]=1. The yield is 0.440. (2) The reactants are [F:1][C:2]([F:13])([F:12])[C:3]1[CH:8]=[CH:7][C:6](B(O)O)=[CH:5][CH:4]=1.CC1C(=O)NC(=O)[NH:20]C=1C(O)=O.O[C:27]1[N:32]=[C:31](O)[CH:30]=[C:29]([C:34]([O:36][CH3:37])=[O:35])[N:28]=1.[F-].[Cs+].ClCCl.[CH:43](B(O)O)=[CH:44][CH3:45]. No catalyst specified. The product is [NH2:20][C:31]1[C:30]([CH:43]=[CH:44][CH3:45])=[C:29]([C:34]([O:36][CH3:37])=[O:35])[N:28]=[C:27]([C:6]2[CH:7]=[CH:8][C:3]([C:2]([F:13])([F:12])[F:1])=[CH:4][CH:5]=2)[N:32]=1. The yield is 0.430. (3) The reactants are [CH3:1][C:2]1[O:6][C:5]([C:7]2[CH:8]=[CH:9][C:10]3[O:14][CH:13]=[C:12]([C:15]([OH:17])=O)[C:11]=3[CH:18]=2)=[N:4][N:3]=1.C(Cl)(=O)C(Cl)=O.[NH:25]1[CH2:30][CH2:29][O:28][CH2:27][CH2:26]1.C(=O)([O-])O.[Na+]. The catalyst is CN(C)C=O.O1CCCC1.C(OCC)(=O)C. The product is [CH3:1][C:2]1[O:6][C:5]([C:7]2[CH:8]=[CH:9][C:10]3[O:14][CH:13]=[C:12]([C:15]([N:25]4[CH2:30][CH2:29][O:28][CH2:27][CH2:26]4)=[O:17])[C:11]=3[CH:18]=2)=[N:4][N:3]=1. The yield is 0.270. (4) The reactants are [F:1][B-](F)(F)F.[Br:6][C:7]1[C:16]2[C:11](=[CH:12][CH:13]=[C:14]([O:17][CH3:18])[N:15]=2)[N:10]=[CH:9][C:8]=1[N+]#N. The catalyst is C1C2C(CCCC2)CCC1.C(Cl)(Cl)Cl. The product is [Br:6][C:7]1[C:16]2[C:11](=[CH:12][CH:13]=[C:14]([O:17][CH3:18])[N:15]=2)[N:10]=[CH:9][C:8]=1[F:1]. The yield is 0.400. (5) The reactants are [CH3:1][N:2]([CH3:36])[C:3]([C:5]1[N:30]([CH:31]2[CH2:35][CH2:34][CH2:33][CH2:32]2)[C:8]2[N:9]=[C:10]([NH:13][C:14]3[CH:19]=[CH:18][C:17]([C:20]([N:22]4[CH2:28][CH:27]5[NH:29][CH:24]([CH2:25][CH2:26]5)[CH2:23]4)=[O:21])=[CH:16][N:15]=3)[N:11]=[CH:12][C:7]=2[CH:6]=1)=[O:4].[C:37]([NH:44][C@@H:45]([C:49](O)=[O:50])[CH:46]([CH3:48])[CH3:47])([O:39][C:40]([CH3:43])([CH3:42])[CH3:41])=[O:38]. No catalyst specified. The product is [C:40]([O:39][C:37](=[O:38])[NH:44][C@@H:45]([C:49]([N:29]1[CH:24]2[CH2:25][CH2:26][CH:27]1[CH2:28][N:22]([C:20]([C:17]1[CH:16]=[N:15][C:14]([NH:13][C:10]3[N:11]=[CH:12][C:7]4[CH:6]=[C:5]([C:3](=[O:4])[N:2]([CH3:36])[CH3:1])[N:30]([CH:31]5[CH2:35][CH2:34][CH2:33][CH2:32]5)[C:8]=4[N:9]=3)=[CH:19][CH:18]=1)=[O:21])[CH2:23]2)=[O:50])[CH:46]([CH3:47])[CH3:48])([CH3:41])([CH3:43])[CH3:42]. The yield is 0.920.